From a dataset of Forward reaction prediction with 1.9M reactions from USPTO patents (1976-2016). Predict the product of the given reaction. (1) The product is: [Br:16][CH2:13][C:3]1[C:2]([CH3:1])=[N:6][N:5]([C:7]2[CH:12]=[CH:11][CH:10]=[CH:9][CH:8]=2)[N:4]=1. Given the reactants [CH3:1][C:2]1[C:3]([CH2:13]O)=[N:4][N:5]([C:7]2[CH:12]=[CH:11][CH:10]=[CH:9][CH:8]=2)[N:6]=1.P(Br)(Br)[Br:16].O, predict the reaction product. (2) Given the reactants [Br:1][C:2]1[CH:10]=[C:9]2[C:5]([CH2:6][C:7]3([CH2:17][CH2:16][C:15]4[CH:18]=[CH:19][CH:20]=[CH:21][C:14]=4[CH2:13][CH2:12]3)[C:8]2=O)=[CH:4][CH:3]=1.[C:22](=[N:28][Si](C)(C)C)=[N:23][Si](C)(C)C, predict the reaction product. The product is: [Br:1][C:2]1[CH:10]=[C:9]2[C:5](=[CH:4][CH:3]=1)[CH2:6][C:7]1([CH2:17][CH2:16][C:15]3[CH:18]=[CH:19][CH:20]=[CH:21][C:14]=3[CH2:13][CH2:12]1)/[C:8]/2=[N:28]/[C:22]#[N:23].